Dataset: Experimentally validated miRNA-target interactions with 360,000+ pairs, plus equal number of negative samples. Task: Binary Classification. Given a miRNA mature sequence and a target amino acid sequence, predict their likelihood of interaction. (1) The miRNA is mmu-miR-1249-3p with sequence ACGCCCUUCCCCCCCUUCUUCA. The protein sequence of the target gene is MAAPPQLQALLQAVNKLLRQRRYHAALAVIKGFRNGAVYGVKIRAPHALVMTFLFRSGSLREKLQAILKATYIHSRNLACFVFAYKSLHALQSHVQGETHQMHSFLAAFIGGLLLFGENNNINSQINMYLTSRVLYALCRLGVEKGYIPALKWDPFPLHTAVIWGLVLWLFEYHRPTLQPSLQSSMTYLYEDSNVWHDLSDFLIFNKSHPSK. Result: 0 (no interaction). (2) The miRNA is hsa-miR-4296 with sequence AUGUGGGCUCAGGCUCA. The protein sequence of the target gene is MAAFGRQVLDWHRLIPLTWACMARQTPHLGEQRRTTASLLRKLTTASNGGVIEELSCVRSNNYVQEPECRRNLVQCLLEKQGTPVVQGSLELERVMSSLLDMGFSNAHINELLSVRRGASLQQLLDIISEFILLGLNPEPVCVVLKKSPQLLKLPIMQMRKRSSYLQKLGLGEGKLKRVLYCCPEIFTMRQQDINDTVRLLKEKCLFTVQQVTKILHSCPSVLREDLGQLEYKFQYAYFRMGIKHPDIVKSEYLQYSLTKIKQRHIYLERLGRYQTPDKKGQTQIPNPLLKDILRVSEAE.... Result: 0 (no interaction). (3) The miRNA is hsa-miR-6506-5p with sequence ACUGGGAUGUCACUGAAUAUGGU. The protein sequence of the target gene is MGTTEATLRMENVDVKEEWQDEDLPRPLPEETGVELLGSPVEDTSSPPNTLNFNGAHRKRKTLVAPEINISLDQSEGSLLSDDFLDTPDDLDINVDDIETPDETDSLEFLGNGNELEWEDDTPVATAKNMPGDSADLFGDGTTEDGSAANGRLWRTVIIGEQEHRIDLHMIRPYMKVVTHGGYYGEGLNAIIVFAACFLPDSSLPDYHYIMENLFLYVISSLELLVAEDYMIVYLNGATPRRRMPGIGWLKKCYQMIDRRLRKNLKSLIIVHPSWFIRTVLAISRPFISVKFINKIQYVH.... Result: 1 (interaction). (4) The miRNA is mmu-miR-214-3p with sequence ACAGCAGGCACAGACAGGCAGU. The protein sequence of the target gene is MAAKEKLEAVLNVALRVPSIMLLDVLYRWDVSSFFQQIQRSSLSNNPLFQYKYLALNMHYVGYILSVVLLTLPRQHLVQLYLYFLTALLLYAGHQISRDYVRSELEFAYEGPMYLEPLSMNRFTTALIGQLVVCTLCSCVMKTKQIWLFSAHMLPLLARLCLVPLETIVIINKFAMIFTGLEVLYFLGSNLLVPYNLAKSAYRELVQVVEVYGLLALGMSLWNQLVVPVLFMVFWLVLFALQIYSYFSTRDQPASRERLLFLFLTSIAECCSTPYSLLGLVFTVSFVALGVLTLCKFYLQ.... Result: 0 (no interaction).